This data is from Full USPTO retrosynthesis dataset with 1.9M reactions from patents (1976-2016). The task is: Predict the reactants needed to synthesize the given product. (1) Given the product [CH3:20][O:21][C:22]([C:23]1[CH:24]=[C:25]([OH:27])[C:34]2[C:29](=[C:30]([O:36][CH2:37][C:38]3[CH:43]=[CH:42][CH:41]=[CH:40][CH:39]=3)[C:31]([Br:35])=[CH:32][CH:33]=2)[N:28]=1)=[O:44], predict the reactants needed to synthesize it. The reactants are: BrC1C=CC(NC(=CC([O-])=O)C(OC)=O)=C(OC)C=1.[CH3:20][O:21][C:22](=[O:44])[C:23]([NH:28][C:29]1[CH:34]=[CH:33][CH:32]=[C:31]([Br:35])[C:30]=1[O:36][CH2:37][C:38]1[CH:43]=[CH:42][CH:41]=[CH:40][CH:39]=1)=[CH:24][C:25]([O-:27])=O. (2) Given the product [OH:2][C:3]1[CH:4]=[CH:5][C:6]([CH:9]2[CH2:17][CH2:16][CH2:15][CH:14]3[N:10]2[CH2:11][CH2:12][CH2:13]3)=[CH:7][CH:8]=1, predict the reactants needed to synthesize it. The reactants are: C[O:2][C:3]1[CH:8]=[CH:7][C:6]([CH:9]2[CH2:17][CH2:16][CH2:15][CH:14]3[N:10]2[CH2:11][CH2:12][CH2:13]3)=[CH:5][CH:4]=1.Br. (3) Given the product [CH:25]1([N:15]([CH2:16][C:17]2[CH:22]=[CH:21][C:20]([O:23][CH3:24])=[CH:19][CH:18]=2)[C:6]2[C:5]3=[N:4][CH:3]=[C:2]([C:29]#[N:31])[N:10]3[N:9]=[C:8]([S:11]([CH3:14])(=[O:13])=[O:12])[N:7]=2)[CH2:27][CH2:26]1, predict the reactants needed to synthesize it. The reactants are: Br[C:2]1[N:10]2[C:5]([C:6]([N:15]([CH:25]3[CH2:27][CH2:26]3)[CH2:16][C:17]3[CH:22]=[CH:21][C:20]([O:23][CH3:24])=[CH:19][CH:18]=3)=[N:7][C:8]([S:11]([CH3:14])(=[O:13])=[O:12])=[N:9]2)=[N:4][CH:3]=1.C[C:29]([N:31](C)C)=O. (4) Given the product [CH3:20][O:19][C:14]1[CH:15]=[CH:16][CH:17]=[CH:18][C:13]=1[P:4]([C:7]1[CH:12]=[CH:11][CH:10]=[CH:9][CH:8]=1)[Cl:23], predict the reactants needed to synthesize it. The reactants are: C(N(CC)[P:4]([C:13]1[CH:18]=[CH:17][CH:16]=[CH:15][C:14]=1[O:19][CH3:20])([C:7]1[CH:12]=[CH:11][CH:10]=[CH:9][CH:8]=1)(O)O)C.[ClH:23]. (5) Given the product [ClH:38].[NH2:22][C@@H:18]1[CH2:19][CH2:20][CH2:21][N:16]([C:3]2[C:2]([Br:1])=[CH:7][N:6]=[C:5]3[NH:8][CH:9]=[C:10]([NH:11][C:12](=[O:15])[CH2:13][CH3:14])[C:4]=23)[CH2:17]1, predict the reactants needed to synthesize it. The reactants are: [Br:1][C:2]1[C:3]([N:16]2[CH2:21][CH2:20][CH2:19][C@@H:18]([NH:22]C(=O)OC(C)(C)C)[CH2:17]2)=[C:4]2[C:10]([NH:11][C:12](=[O:15])[CH2:13][CH3:14])=[CH:9][NH:8][C:5]2=[N:6][CH:7]=1.C(O)(C(F)(F)F)=O.C(Cl)[Cl:38].